Dataset: Reaction yield outcomes from USPTO patents with 853,638 reactions. Task: Predict the reaction yield, written as a fraction of the theoretical maximum amount of product (1.0 means a 100% yield; for example, 0.34 means a 34% yield). (1) The reactants are [F:1][C:2]1[CH:7]=[C:6](OS(C(F)(F)F)(=O)=O)[CH:5]=[C:4]([F:16])[C:3]=1[C:17]1[N:22]=[C:21]([C:23]([O:25][CH3:26])=[O:24])[CH:20]=[CH:19][C:18]=1[F:27].CC1(C)C(C)(C)OB([C:36]2[CH2:41][CH2:40][N:39]([C:42]([O:44][CH2:45][C:46]3[CH:51]=[CH:50][CH:49]=[CH:48][CH:47]=3)=[O:43])[CH2:38][CH:37]=2)O1.C(Cl)Cl. The catalyst is C1COCC1.O.C1C=CC(P(C2C=CC=CC=2)[C-]2C=CC=C2)=CC=1.C1C=CC(P(C2C=CC=CC=2)[C-]2C=CC=C2)=CC=1.Cl[Pd]Cl.[Fe+2]. The product is [CH2:45]([O:44][C:42]([N:39]1[CH2:38][CH:37]=[C:36]([C:6]2[CH:5]=[C:4]([F:16])[C:3]([C:17]3[N:22]=[C:21]([C:23]([O:25][CH3:26])=[O:24])[CH:20]=[CH:19][C:18]=3[F:27])=[C:2]([F:1])[CH:7]=2)[CH2:41][CH2:40]1)=[O:43])[C:46]1[CH:47]=[CH:48][CH:49]=[CH:50][CH:51]=1. The yield is 1.00. (2) The reactants are [NH2:1][C:2]1[CH:29]=[CH:28][C:5]([O:6][C:7]2[CH:8]=[C:9]([NH:14][C:15](=[O:27])[C:16]3[CH:21]=[CH:20][CH:19]=[C:18]([C:22]([C:25]#[N:26])([CH3:24])[CH3:23])[CH:17]=3)[CH:10]=[CH:11][C:12]=2[CH3:13])=[CH:4][CH:3]=1.[S-:30][C:31]#[N:32].[K+].BrBr. No catalyst specified. The product is [NH2:32][C:31]1[S:30][C:3]2[CH:4]=[C:5]([O:6][C:7]3[CH:8]=[C:9]([NH:14][C:15](=[O:27])[C:16]4[CH:21]=[CH:20][CH:19]=[C:18]([C:22]([C:25]#[N:26])([CH3:24])[CH3:23])[CH:17]=4)[CH:10]=[CH:11][C:12]=3[CH3:13])[CH:28]=[CH:29][C:2]=2[N:1]=1. The yield is 0.450. (3) The reactants are [CH3:1][O:2][C:3](=[O:16])[CH2:4][C:5]1[CH:6]=[N:7][C:8]([CH2:14][CH3:15])=[C:9]([CH2:11][C:12]#[N:13])[CH:10]=1.Cl.N[C:19]1[C:24]([F:25])=[C:23]([F:26])[CH:22]=[C:21]([F:27])[C:20]=1[SH:28]. No catalyst specified. The product is [CH3:1][O:2][C:3](=[O:16])[CH2:4][C:5]1[CH:6]=[N:7][C:8]([CH2:14][CH3:15])=[C:9]([CH2:11][C:12]2[S:28][C:20]3[C:21]([F:27])=[CH:22][C:23]([F:26])=[C:24]([F:25])[C:19]=3[N:13]=2)[CH:10]=1. The yield is 0.790. (4) The reactants are C[O:2][C:3](=O)[C:4]1[CH:9]=[CH:8][C:7]([C:10]#[N:11])=[CH:6][CH:5]=1.Cl.[NH2:14][OH:15].[C:16]([O-])(O)=O.[Na+].[OH2:21]. The yield is 0.830. The catalyst is CO. The product is [CH3:16][O:21][C:3](=[O:2])[C:4]1[CH:9]=[CH:8][C:7]([C:10](=[NH:11])[NH:14][OH:15])=[CH:6][CH:5]=1. (5) The reactants are [F:1][C:2]1[CH:3]=[CH:4][C:5]([NH:8][C:9](=[O:14])[C:10]([CH3:13])([CH3:12])[CH3:11])=[N:6][CH:7]=1.C([Li])(C)(C)C.C(C1C=CC(S([N:41]=[N+:42]=[N-:43])(=O)=O)=CC=1)CCCCCCCCCCC.[NH4+].[Cl-]. The catalyst is O1CCCC1. The product is [N:41]([C:4]1[C:5]([NH:8][C:9](=[O:14])[C:10]([CH3:11])([CH3:13])[CH3:12])=[N:6][CH:7]=[C:2]([F:1])[CH:3]=1)=[N+:42]=[N-:43]. The yield is 0.420. (6) The reactants are Cl.Cl.[CH3:3][C:4]1[N:9]=[CH:8][N:7]=[C:6]([C:10]2[CH:11]=[C:12]3[C:16](=[CH:17][CH:18]=2)[C@H:15]([N:19]2[CH2:22][C:21]4([CH2:27][CH2:26][NH:25][CH2:24][CH2:23]4)[CH2:20]2)[CH2:14][CH2:13]3)[CH:5]=1.[CH3:28][C:29]1[S:33][C:32]2=[N:34][C:35]([CH2:37][C:38](O)=[O:39])=[CH:36][N:31]2[N:30]=1.C(N(CC)CC)C.C(P1(=O)OP(CCC)(=O)OP(CCC)(=O)O1)CC. The catalyst is ClCCl.O. The product is [CH3:28][C:29]1[S:33][C:32]2=[N:34][C:35]([CH2:37][C:38]([N:25]3[CH2:26][CH2:27][C:21]4([CH2:22][N:19]([C@H:15]5[C:16]6[C:12](=[CH:11][C:10]([C:6]7[CH:5]=[C:4]([CH3:3])[N:9]=[CH:8][N:7]=7)=[CH:18][CH:17]=6)[CH2:13][CH2:14]5)[CH2:20]4)[CH2:23][CH2:24]3)=[O:39])=[CH:36][N:31]2[N:30]=1. The yield is 0.920.